From a dataset of Reaction yield outcomes from USPTO patents with 853,638 reactions. Predict the reaction yield, written as a fraction of the theoretical maximum amount of product (1.0 means a 100% yield; for example, 0.34 means a 34% yield). (1) The reactants are CN.CO.[S:5]1[CH:9]=[C:8]([CH:10]=O)[C:7]2[CH:12]=[CH:13][CH:14]=[CH:15][C:6]1=2.CC(O)=O.[BH3-][C:21]#[N:22].[Na+]. No catalyst specified. The product is [CH3:21][NH:22][CH2:10][C:8]1[C:7]2[CH:12]=[CH:13][CH:14]=[CH:15][C:6]=2[S:5][CH:9]=1. The yield is 0.480. (2) The reactants are [F:1][C:2]1[CH:15]=[C:14]([N+:16]([O-:18])=[O:17])[CH:13]=[CH:12][C:3]=1[O:4][C:5]1[CH:10]=[CH:9][N:8]=[C:7]([NH2:11])[CH:6]=1.Cl[C:20](OC1C=CC=CC=1)=[O:21].Cl.Cl.Cl.[CH3:32][N:33]1[CH2:36][CH:35]([N:37]2[CH2:42][CH2:41][NH:40][CH2:39][CH2:38]2)[CH2:34]1.[OH-].[Na+]. The product is [F:1][C:2]1[CH:15]=[C:14]([N+:16]([O-:18])=[O:17])[CH:13]=[CH:12][C:3]=1[O:4][C:5]1[CH:10]=[CH:9][N:8]=[C:7]([NH:11][C:20]([N:40]2[CH2:41][CH2:42][N:37]([CH:35]3[CH2:34][N:33]([CH3:32])[CH2:36]3)[CH2:38][CH2:39]2)=[O:21])[CH:6]=1. The yield is 0.926. The catalyst is O1CCCC1.O.C(N(CC)CC)C.CN(C)C=O. (3) The reactants are C([Li])(C)(C)C.Br[C:7]1[CH:12]=[CH:11][C:10]([Cl:13])=[C:9]([Cl:14])[CH:8]=1.[C:15]([O:19][C:20]([N:22]1[CH2:26][CH2:25][CH:24]([C:27](=[O:32])N(OC)C)[CH2:23]1)=[O:21])([CH3:18])([CH3:17])[CH3:16]. The catalyst is C1COCC1. The product is [C:15]([O:19][C:20]([N:22]1[CH2:26][CH2:25][CH:24]([C:27](=[O:32])[C:7]2[CH:12]=[CH:11][C:10]([Cl:13])=[C:9]([Cl:14])[CH:8]=2)[CH2:23]1)=[O:21])([CH3:18])([CH3:17])[CH3:16]. The yield is 0.220. (4) The reactants are C[N:2]1[C:11]2[C:6](=[CH:7][N:8]=[CH:9][C:10]=2[C:12]2[CH:17]=[CH:16][C:15]([O:18][CH2:19][CH2:20][O:21][CH:22]3[CH2:27][CH2:26][O:25][CH2:24][CH2:23]3)=[CH:14][CH:13]=2)[CH:5]=[CH:4][CH:3]1[C:28](O)=[O:29].Cl.[CH2:32]([NH2:34])[CH3:33]. No catalyst specified. The product is [CH2:32]([NH:34][C:28]([C:3]1[CH:4]=[CH:5][C:6]2[C:11](=[C:10]([C:12]3[CH:17]=[CH:16][C:15]([O:18][CH2:19][CH2:20][O:21][CH:22]4[CH2:27][CH2:26][O:25][CH2:24][CH2:23]4)=[CH:14][CH:13]=3)[CH:9]=[N:8][CH:7]=2)[N:2]=1)=[O:29])[CH3:33]. The yield is 0.310.